From a dataset of CYP1A2 inhibition data for predicting drug metabolism from PubChem BioAssay. Regression/Classification. Given a drug SMILES string, predict its absorption, distribution, metabolism, or excretion properties. Task type varies by dataset: regression for continuous measurements (e.g., permeability, clearance, half-life) or binary classification for categorical outcomes (e.g., BBB penetration, CYP inhibition). Dataset: cyp1a2_veith. (1) The molecule is CC(C)c1ccc(C(O)(C(=O)O)c2ccc(C(C)C)cc2)cc1. The result is 0 (non-inhibitor). (2) The molecule is O=C1CCC[C@@H](C(C(=O)OCc2ccccc2)C(=O)OCc2ccccc2)C1. The result is 0 (non-inhibitor). (3) The compound is Clc1cccc(Cl)c1CSc1nnc(/C=C/c2ccccc2)o1. The result is 1 (inhibitor). (4) The molecule is COc1ccccc1CNc1ccnc(-c2ccc3c(c2)OCO3)n1. The result is 1 (inhibitor). (5) The drug is Cc1noc(NS(=O)(=O)c2ccc(N/C=C\C(=O)c3ccc4c(c3)OCO4)cc2)c1C. The result is 0 (non-inhibitor).